This data is from Reaction yield outcomes from USPTO patents with 853,638 reactions. The task is: Predict the reaction yield, written as a fraction of the theoretical maximum amount of product (1.0 means a 100% yield; for example, 0.34 means a 34% yield). (1) The reactants are [Si:1]([O:8]S(C(F)(F)F)(=O)=O)([C:4]([CH3:7])([CH3:6])[CH3:5])([CH3:3])[CH3:2].O[C@@H:17]1[N:23]([C:24]([O:26][CH2:27][C:28]2[CH:33]=[CH:32][C:31]([NH:34][NH:35][CH:36]([CH3:52])[C:37]([NH:39][CH:40]([CH:49]([CH3:51])[CH3:50])[C:41](=[O:48])[C:42]([O:44][CH2:45][CH:46]=[CH2:47])=[O:43])=[O:38])=[CH:30][CH:29]=2)=[O:25])[C:22]2[CH:53]=[C:54]([O:59][Si:60]([CH:67]([CH3:69])[CH3:68])([CH:64]([CH3:66])[CH3:65])[CH:61]([CH3:63])[CH3:62])[C:55]([O:57][CH3:58])=[CH:56][C:21]=2[C:20](=[O:70])[N:19]2[CH:71]=[C:72]([CH3:74])[CH2:73][C@@H:18]12.N1C(C)=CC=CC=1C. The catalyst is ClCCl. The product is [Si:1]([O:8][C@@H:17]1[N:23]([C:24]([O:26][CH2:27][C:28]2[CH:29]=[CH:30][C:31]([NH:34][NH:35][CH:36]([CH3:52])[C:37]([NH:39][CH:40]([CH:49]([CH3:51])[CH3:50])[C:41](=[O:48])[C:42]([O:44][CH2:45][CH:46]=[CH2:47])=[O:43])=[O:38])=[CH:32][CH:33]=2)=[O:25])[C:22]2[CH:53]=[C:54]([O:59][Si:60]([CH:64]([CH3:66])[CH3:65])([CH:67]([CH3:68])[CH3:69])[CH:61]([CH3:62])[CH3:63])[C:55]([O:57][CH3:58])=[CH:56][C:21]=2[C:20](=[O:70])[N:19]2[CH:71]=[C:72]([CH3:74])[CH2:73][C@@H:18]12)([C:4]([CH3:7])([CH3:6])[CH3:5])([CH3:3])[CH3:2]. The yield is 0.650. (2) The reactants are [Si:1]([O:8][CH2:9][C:10]([CH2:21]SC)([C:16]([O:18][CH2:19][CH3:20])=[O:17])[C:11]([O:13][CH2:14][CH3:15])=[O:12])([C:4]([CH3:7])([CH3:6])[CH3:5])([CH3:3])[CH3:2].S(Cl)(Cl)(=O)=O.[C:29]([O-:32])(=[O:31])[CH3:30].[K+].C1OCCOC2C(=CC=CC=2)OCCOCCOC2C(=CC=CC=2)OC1. The catalyst is C(Cl)Cl.C(OCC)(=O)C. The product is [C:29]([O:32][CH2:21][C:10]([CH2:9][O:8][Si:1]([C:4]([CH3:7])([CH3:6])[CH3:5])([CH3:3])[CH3:2])([C:16]([O:18][CH2:19][CH3:20])=[O:17])[C:11]([O:13][CH2:14][CH3:15])=[O:12])(=[O:31])[CH3:30]. The yield is 0.710. (3) The reactants are [NH2:1][C:2]1[N:7]=[CH:6][N:5]=[C:4]2[N:8]([CH2:19][C:20]3[O:21][C:22]4[C:27]([C:28](=[O:37])[C:29]=3[C:30]3[CH:35]=[CH:34][CH:33]=[C:32]([F:36])[CH:31]=3)=[CH:26][CH:25]=[CH:24][CH:23]=4)[N:9]=[C:10]([C:11]3[CH:16]=[CH:15][CH:14]=[C:13]([O:17]C)[CH:12]=3)[C:3]=12. The catalyst is ClCCl.B(Br)(Br)Br. The product is [NH2:1][C:2]1[N:7]=[CH:6][N:5]=[C:4]2[N:8]([CH2:19][C:20]3[O:21][C:22]4[C:27]([C:28](=[O:37])[C:29]=3[C:30]3[CH:35]=[CH:34][CH:33]=[C:32]([F:36])[CH:31]=3)=[CH:26][CH:25]=[CH:24][CH:23]=4)[N:9]=[C:10]([C:11]3[CH:16]=[CH:15][CH:14]=[C:13]([OH:17])[CH:12]=3)[C:3]=12. The yield is 0.360. (4) The reactants are [F:1][C:2]1[C:7]([F:8])=[C:6]([N:9]2[CH2:14][CH2:13][O:12][CH2:11][CH2:10]2)[CH:5]=[CH:4][C:3]=1[N:15]1[CH:20]=[C:19]([O:21][CH3:22])[C:18](=[O:23])[C:17]([C:24](O)=[O:25])=[N:16]1.Cl.[CH3:28][NH:29][O:30][CH3:31].C1C=CC2N(O)N=NC=2C=1.C(N(CC)CC)C.CCN=C=NCCCN(C)C. The catalyst is CN(C=O)C.CCOC(C)=O. The product is [F:1][C:2]1[C:7]([F:8])=[C:6]([N:9]2[CH2:10][CH2:11][O:12][CH2:13][CH2:14]2)[CH:5]=[CH:4][C:3]=1[N:15]1[CH:20]=[C:19]([O:21][CH3:22])[C:18](=[O:23])[C:17]([C:24]([N:29]([O:30][CH3:31])[CH3:28])=[O:25])=[N:16]1. The yield is 0.770.